Dataset: NCI-60 drug combinations with 297,098 pairs across 59 cell lines. Task: Regression. Given two drug SMILES strings and cell line genomic features, predict the synergy score measuring deviation from expected non-interaction effect. (1) Drug 1: CCC1(CC2CC(C3=C(CCN(C2)C1)C4=CC=CC=C4N3)(C5=C(C=C6C(=C5)C78CCN9C7C(C=CC9)(C(C(C8N6C=O)(C(=O)OC)O)OC(=O)C)CC)OC)C(=O)OC)O.OS(=O)(=O)O. Drug 2: C1=CN(C=N1)CC(O)(P(=O)(O)O)P(=O)(O)O. Cell line: DU-145. Synergy scores: CSS=8.11, Synergy_ZIP=3.79, Synergy_Bliss=4.78, Synergy_Loewe=5.39, Synergy_HSA=1.23. (2) Drug 1: COC1=C(C=C2C(=C1)N=CN=C2NC3=CC(=C(C=C3)F)Cl)OCCCN4CCOCC4. Drug 2: C1C(C(OC1N2C=NC3=C(N=C(N=C32)Cl)N)CO)O. Cell line: DU-145. Synergy scores: CSS=33.5, Synergy_ZIP=1.22, Synergy_Bliss=0.735, Synergy_Loewe=-1.66, Synergy_HSA=-0.616. (3) Drug 1: CC1=C2C(C(=O)C3(C(CC4C(C3C(C(C2(C)C)(CC1OC(=O)C(C(C5=CC=CC=C5)NC(=O)C6=CC=CC=C6)O)O)OC(=O)C7=CC=CC=C7)(CO4)OC(=O)C)O)C)OC(=O)C. Drug 2: C1CC(CCC1OC2=C(C(=CC=C2)Cl)F)(CC3=NC(=CC=C3)NC4=NC=CS4)C(=O)O. Cell line: UACC62. Synergy scores: CSS=52.2, Synergy_ZIP=0.402, Synergy_Bliss=1.20, Synergy_Loewe=-6.15, Synergy_HSA=5.69. (4) Drug 1: C1=CC(=CC=C1CC(C(=O)O)N)N(CCCl)CCCl.Cl. Drug 2: CC1CCCC2(C(O2)CC(NC(=O)CC(C(C(=O)C(C1O)C)(C)C)O)C(=CC3=CSC(=N3)C)C)C. Cell line: MOLT-4. Synergy scores: CSS=43.1, Synergy_ZIP=1.73, Synergy_Bliss=1.86, Synergy_Loewe=0.709, Synergy_HSA=0.805. (5) Drug 1: CC1=C(C=C(C=C1)NC2=NC=CC(=N2)N(C)C3=CC4=NN(C(=C4C=C3)C)C)S(=O)(=O)N.Cl. Drug 2: C1=NNC2=C1C(=O)NC=N2. Cell line: UO-31. Synergy scores: CSS=7.74, Synergy_ZIP=2.48, Synergy_Bliss=0.327, Synergy_Loewe=2.05, Synergy_HSA=2.28. (6) Drug 1: CCC1=C2CN3C(=CC4=C(C3=O)COC(=O)C4(CC)O)C2=NC5=C1C=C(C=C5)O. Drug 2: C1C(C(OC1N2C=NC(=NC2=O)N)CO)O. Cell line: SF-295. Synergy scores: CSS=9.80, Synergy_ZIP=-0.773, Synergy_Bliss=3.86, Synergy_Loewe=-7.26, Synergy_HSA=0.0976. (7) Drug 1: CC1C(C(CC(O1)OC2CC(CC3=C2C(=C4C(=C3O)C(=O)C5=C(C4=O)C(=CC=C5)OC)O)(C(=O)CO)O)N)O.Cl. Drug 2: CCC1(C2=C(COC1=O)C(=O)N3CC4=CC5=C(C=CC(=C5CN(C)C)O)N=C4C3=C2)O.Cl. Cell line: PC-3. Synergy scores: CSS=19.2, Synergy_ZIP=0.136, Synergy_Bliss=-1.41, Synergy_Loewe=-2.81, Synergy_HSA=2.55. (8) Drug 1: CC12CCC3C(C1CCC2=O)CC(=C)C4=CC(=O)C=CC34C. Drug 2: CC1=C2C(C(=O)C3(C(CC4C(C3C(C(C2(C)C)(CC1OC(=O)C(C(C5=CC=CC=C5)NC(=O)OC(C)(C)C)O)O)OC(=O)C6=CC=CC=C6)(CO4)OC(=O)C)O)C)O. Cell line: CAKI-1. Synergy scores: CSS=38.0, Synergy_ZIP=-6.29, Synergy_Bliss=-4.19, Synergy_Loewe=-19.5, Synergy_HSA=-1.24. (9) Drug 1: CN(C)C1=NC(=NC(=N1)N(C)C)N(C)C. Drug 2: N.N.Cl[Pt+2]Cl. Cell line: SK-MEL-2. Synergy scores: CSS=2.85, Synergy_ZIP=2.57, Synergy_Bliss=7.90, Synergy_Loewe=3.09, Synergy_HSA=3.66.